From a dataset of Full USPTO retrosynthesis dataset with 1.9M reactions from patents (1976-2016). Predict the reactants needed to synthesize the given product. Given the product [NH2:1][C:4]1[C:5]([OH:11])=[N:6][CH:7]=[CH:8][C:9]=1[OH:10], predict the reactants needed to synthesize it. The reactants are: [N+:1]([C:4]1[C:5]([OH:11])=[N:6][CH:7]=[CH:8][C:9]=1[OH:10])([O-])=O.